This data is from Peptide-MHC class II binding affinity with 134,281 pairs from IEDB. The task is: Regression. Given a peptide amino acid sequence and an MHC pseudo amino acid sequence, predict their binding affinity value. This is MHC class II binding data. (1) The peptide sequence is NGKRLEPNWASVKKD. The MHC is DRB1_0701 with pseudo-sequence DRB1_0701. The binding affinity (normalized) is 0.283. (2) The peptide sequence is MYLGTCKTLTPLMSS. The MHC is DRB1_1101 with pseudo-sequence DRB1_1101. The binding affinity (normalized) is 0.647. (3) The peptide sequence is YDKFLANVKTVLTGK. The MHC is DRB3_0202 with pseudo-sequence DRB3_0202. The binding affinity (normalized) is 0.591. (4) The binding affinity (normalized) is 0.720. The MHC is DRB1_1501 with pseudo-sequence DRB1_1501. The peptide sequence is AMVLSIVSLFPLCLS. (5) The peptide sequence is GSLIVNPSLNGFLSK. The MHC is DRB4_0101 with pseudo-sequence DRB4_0103. The binding affinity (normalized) is 0.568.